Regression. Given two drug SMILES strings and cell line genomic features, predict the synergy score measuring deviation from expected non-interaction effect. From a dataset of NCI-60 drug combinations with 297,098 pairs across 59 cell lines. Drug 1: CC1=C(C(CCC1)(C)C)C=CC(=CC=CC(=CC(=O)O)C)C. Drug 2: C1CC(=O)NC(=O)C1N2C(=O)C3=CC=CC=C3C2=O. Cell line: SN12C. Synergy scores: CSS=13.9, Synergy_ZIP=0.557, Synergy_Bliss=2.46, Synergy_Loewe=-7.04, Synergy_HSA=1.90.